From a dataset of Full USPTO retrosynthesis dataset with 1.9M reactions from patents (1976-2016). Predict the reactants needed to synthesize the given product. Given the product [C:34]([O:36][C:17]1[C:18]([F:21])=[CH:19][CH:20]=[C:15]([C:7]2[CH:8]=[C:9]([C:10]3[CH:14]=[CH:13][O:12][N:11]=3)[N:5]([CH2:4][C:3]3[CH:22]=[CH:23][CH:24]=[CH:25][C:2]=3[F:1])[N:6]=2)[N:16]=1)(=[O:35])[CH3:33], predict the reactants needed to synthesize it. The reactants are: [F:1][C:2]1[CH:25]=[CH:24][CH:23]=[CH:22][C:3]=1[CH2:4][N:5]1[C:9]([C:10]2[CH:14]=[CH:13][O:12][N:11]=2)=[CH:8][C:7]([C:15]2[CH:20]=[CH:19][C:18]([F:21])=[CH:17][N:16]=2)=[N:6]1.OO.NC(N)=O.F[C:33](F)(F)[C:34]([O:36]C(=O)C(F)(F)F)=[O:35].